From a dataset of Catalyst prediction with 721,799 reactions and 888 catalyst types from USPTO. Predict which catalyst facilitates the given reaction. Reactant: [N+:1]([C:4]1[CH:9]=[CH:8][C:7]([C:10]2[N:11]=[CH:12][N:13]([CH2:15][CH2:16][C:17]([NH:20][CH2:21][CH:22]([C:24]3[CH:25]=[C:26]([NH:30][S:31]([C:34]4[CH:39]=[CH:38][CH:37]=[CH:36][CH:35]=4)(=[O:33])=[O:32])[CH:27]=[CH:28][CH:29]=3)[OH:23])([CH3:19])[CH3:18])[CH:14]=2)=[CH:6][CH:5]=1)([O-])=O. Product: [NH2:1][C:4]1[CH:5]=[CH:6][C:7]([C:10]2[N:11]=[CH:12][N:13]([CH2:15][CH2:16][C:17]([NH:20][CH2:21][CH:22]([C:24]3[CH:25]=[C:26]([NH:30][S:31]([C:34]4[CH:35]=[CH:36][CH:37]=[CH:38][CH:39]=4)(=[O:33])=[O:32])[CH:27]=[CH:28][CH:29]=3)[OH:23])([CH3:18])[CH3:19])[CH:14]=2)=[CH:8][CH:9]=1. The catalyst class is: 43.